This data is from Peptide-MHC class II binding affinity with 134,281 pairs from IEDB. The task is: Regression. Given a peptide amino acid sequence and an MHC pseudo amino acid sequence, predict their binding affinity value. This is MHC class II binding data. The peptide sequence is FETIVVTVDSLPEFK. The MHC is HLA-DQA10102-DQB10602 with pseudo-sequence HLA-DQA10102-DQB10602. The binding affinity (normalized) is 0.292.